Dataset: Catalyst prediction with 721,799 reactions and 888 catalyst types from USPTO. Task: Predict which catalyst facilitates the given reaction. (1) Reactant: C([O:3][C:4](=O)[CH2:5][C:6]1[N:7]([CH3:12])[N:8]=[C:9]([CH3:11])[CH:10]=1)C.O.[NH2:15][NH2:16]. Product: [CH3:12][N:7]1[C:6]([CH2:5][C:4]([NH:15][NH2:16])=[O:3])=[CH:10][C:9]([CH3:11])=[N:8]1. The catalyst class is: 8. (2) Reactant: [F:1][C:2]1[CH:32]=[CH:31][C:5]([CH2:6][O:7][C:8]2[CH:16]=[C:15]([C:17]([N:19]3[CH2:24][CH2:23][O:22][CH2:21][CH2:20]3)=[O:18])[C:14]([C:25]3[CH:26]=[N:27][N:28]([CH3:30])[CH:29]=3)=[CH:13][C:9]=2[C:10]([OH:12])=O)=[CH:4][CH:3]=1.[CH2:33]([Cl:36])[CH2:34]Cl.O[N:38]1[C:42]2N=C[CH:45]=[CH:46][C:41]=2N=N1.CCN(C(C)C)C(C)C. Product: [Cl:36][C:33]1[CH:34]=[C:42]([NH:38][C:10](=[O:12])[C:9]2[CH:13]=[C:14]([C:25]3[CH:26]=[N:27][N:28]([CH3:30])[CH:29]=3)[C:15]([C:17]([N:19]3[CH2:24][CH2:23][O:22][CH2:21][CH2:20]3)=[O:18])=[CH:16][C:8]=2[O:7][CH2:6][C:5]2[CH:31]=[CH:32][C:2]([F:1])=[CH:3][CH:4]=2)[CH:41]=[CH:46][CH:45]=1. The catalyst class is: 9. (3) Reactant: [N+:1]([C:4]1[CH:9]=[CH:8][C:7]([C:10]2[S:14][C:13]([C:15]([O:17]CC)=[O:16])=[N:12][CH:11]=2)=[CH:6][CH:5]=1)([O-:3])=[O:2].[OH-].[Na+].Cl. Product: [N+:1]([C:4]1[CH:5]=[CH:6][C:7]([C:10]2[S:14][C:13]([C:15]([OH:17])=[O:16])=[N:12][CH:11]=2)=[CH:8][CH:9]=1)([O-:3])=[O:2]. The catalyst class is: 1. (4) Product: [ClH:1].[NH2:13][C@@H:14]([C@@H:15]([OH:17])[CH3:16])[C:18]([NH:19][C@@H:20]1[C:26](=[O:27])[N:25]([CH2:28][C:29]2[C:38]3[C:33](=[CH:34][C:35]([Br:39])=[CH:36][CH:37]=3)[CH:32]=[CH:31][C:30]=2[O:40][CH3:41])[C:24]2[CH:42]=[CH:43][CH:44]=[CH:45][C:23]=2[CH2:22][CH2:21]1)=[O:46]. Reactant: [ClH:1].CCOCC.C(OC(=O)[NH:13][C@H:14]([C:18](=[O:46])[NH:19][C@@H:20]1[C:26](=[O:27])[N:25]([CH2:28][C:29]2[C:38]3[C:33](=[CH:34][C:35]([Br:39])=[CH:36][CH:37]=3)[CH:32]=[CH:31][C:30]=2[O:40][CH3:41])[C:24]2[CH:42]=[CH:43][CH:44]=[CH:45][C:23]=2[CH2:22][CH2:21]1)[C@@H:15]([OH:17])[CH3:16])(C)(C)C. The catalyst class is: 5. (5) Reactant: [CH2:1]1[C:9]2[CH:8]=[C:7]([C:10](Cl)=[O:11])[N:6]=[CH:5][C:4]=2[CH2:3][O:2]1.[C:13]([O:17][C:18](=[O:44])[N:19]([CH:21]([C:23](=[O:43])[NH:24][C:25]1[CH:30]=[C:29]([C:31]2[C:40]([CH3:41])=[CH:39][CH:38]=[C:37]3[C:32]=2[CH:33]=[CH:34][CH:35]=[N:36]3)[CH:28]=[C:27]([NH2:42])[N:26]=1)[CH3:22])[CH3:20])([CH3:16])([CH3:15])[CH3:14].CCN(C(C)C)C(C)C. Product: [C:13]([O:17][C:18](=[O:44])[N:19]([CH:21]([C:23](=[O:43])[NH:24][C:25]1[CH:30]=[C:29]([C:31]2[C:40]([CH3:41])=[CH:39][CH:38]=[C:37]3[C:32]=2[CH:33]=[CH:34][CH:35]=[N:36]3)[CH:28]=[C:27]([NH:42][C:10]([C:7]2[N:6]=[CH:5][C:4]3[CH2:3][O:2][CH2:1][C:9]=3[CH:8]=2)=[O:11])[N:26]=1)[CH3:22])[CH3:20])([CH3:14])([CH3:15])[CH3:16]. The catalyst class is: 1. (6) Reactant: [C:1]([O:5][C:6]([NH:8][CH2:9][C:10]1[C:11]([CH2:27][CH:28]([CH3:30])[CH3:29])=[N:12][C:13]([CH3:26])=[C:14]([C:18]=1[C:19]1[CH:24]=[CH:23][C:22]([CH3:25])=[CH:21][CH:20]=1)[C:15]([OH:17])=[O:16])=[O:7])([CH3:4])([CH3:3])[CH3:2].Cl[CH2:32][C:33]1[O:34][C:35](=[O:39])[O:36][C:37]=1[CH3:38].C(=O)([O-])[O-].[K+].[K+]. Product: [C:1]([O:5][C:6]([NH:8][CH2:9][C:10]1[C:11]([CH2:27][CH:28]([CH3:30])[CH3:29])=[N:12][C:13]([CH3:26])=[C:14]([C:18]=1[C:19]1[CH:24]=[CH:23][C:22]([CH3:25])=[CH:21][CH:20]=1)[C:15]([O:17][CH2:32][C:33]1[O:34][C:35](=[O:39])[O:36][C:37]=1[CH3:38])=[O:16])=[O:7])([CH3:4])([CH3:3])[CH3:2]. The catalyst class is: 42. (7) Reactant: [C:1]([O:5][C:6](=[O:32])[C@@H:7]([NH:12][C:13](=[O:31])[C:14]1[CH:19]=[CH:18][C:17]([NH:20][CH:21]([CH:25]([CH3:27])[CH3:26])[CH:22]([CH3:24])[CH3:23])=[C:16]([N+:28]([O-])=O)[CH:15]=1)[CH2:8][CH:9]([CH3:11])[CH3:10])([CH3:4])([CH3:3])[CH3:2]. Product: [C:1]([O:5][C:6](=[O:32])[C@@H:7]([NH:12][C:13](=[O:31])[C:14]1[CH:19]=[CH:18][C:17]([NH:20][CH:21]([CH:22]([CH3:24])[CH3:23])[CH:25]([CH3:26])[CH3:27])=[C:16]([NH2:28])[CH:15]=1)[CH2:8][CH:9]([CH3:11])[CH3:10])([CH3:2])([CH3:3])[CH3:4]. The catalyst class is: 29.